Dataset: Full USPTO retrosynthesis dataset with 1.9M reactions from patents (1976-2016). Task: Predict the reactants needed to synthesize the given product. (1) Given the product [CH2:1]([NH:3][C:4]([NH:5][C:6]1[N:11]=[CH:10][C:9]([C:12]2[C:13]([O:21][CH2:22][CH2:23][N:24]3[CH2:25][CH2:26][CH2:27][CH2:28]3)=[N:14][CH:15]=[C:16]([C:18]([NH:47][NH2:55])=[O:19])[CH:17]=2)=[C:8]([C:29]2[S:30][CH:31]=[C:32]([C:34]([F:37])([F:35])[F:36])[N:33]=2)[CH:7]=1)=[O:38])[CH3:2], predict the reactants needed to synthesize it. The reactants are: [CH2:1]([NH:3][C:4](=[O:38])[NH:5][C:6]1[N:11]=[CH:10][C:9]([C:12]2[C:13]([O:21][CH2:22][CH2:23][N:24]3[CH2:28][CH2:27][CH2:26][CH2:25]3)=[N:14][CH:15]=[C:16]([C:18](O)=[O:19])[CH:17]=2)=[C:8]([C:29]2[S:30][CH:31]=[C:32]([C:34]([F:37])([F:36])[F:35])[N:33]=2)[CH:7]=1)[CH3:2].CN(C(O[N:47]1[N:55]=NC2C=CC=NC1=2)=[N+](C)C)C.F[P-](F)(F)(F)(F)F.C(N(C(C)C)CC)(C)C.NN. (2) Given the product [C:37]([O:36][C:34](=[O:35])[CH2:33][C@:12]1([CH3:32])[C:13]2=[N:18][CH:17]=[C:16]([NH:19][CH2:20][C:21]3[CH:26]=[CH:25][CH:24]=[C:23]([C:27]([F:30])([F:29])[F:28])[CH:22]=3)[C:15](=[O:31])[N:14]2[C@H:10]([C:8]([N:1]([C:46]([O:45][C:42]([CH3:44])([CH3:43])[CH3:41])=[O:47])[C:2]2[CH:7]=[CH:6][CH:5]=[CH:4][CH:3]=2)=[O:9])[CH2:11]1)([CH3:40])([CH3:39])[CH3:38], predict the reactants needed to synthesize it. The reactants are: [NH:1]([C:8]([C@H:10]1[N:14]2[C:15](=[O:31])[C:16]([NH:19][CH2:20][C:21]3[CH:26]=[CH:25][CH:24]=[C:23]([C:27]([F:30])([F:29])[F:28])[CH:22]=3)=[CH:17][N:18]=[C:13]2[C@:12]([CH2:33][C:34]([O:36][C:37]([CH3:40])([CH3:39])[CH3:38])=[O:35])([CH3:32])[CH2:11]1)=[O:9])[C:2]1[CH:7]=[CH:6][CH:5]=[CH:4][CH:3]=1.[CH3:41][C:42]([O:45][C:46](O[C:46]([O:45][C:42]([CH3:44])([CH3:43])[CH3:41])=[O:47])=[O:47])([CH3:44])[CH3:43]. (3) Given the product [CH2:18]([O:25][C@H:26]1[C@:7]2([C:1]3[CH:2]=[CH:3][CH:4]=[CH:5][CH:6]=3)[C:13]3[CH:14]=[CH:15][CH:16]=[CH:17][C:12]=3[CH2:11][CH2:10][CH2:9][N:8]2[C:27]1=[O:28])[C:19]1[CH:24]=[CH:23][CH:22]=[CH:21][CH:20]=1, predict the reactants needed to synthesize it. The reactants are: [C:1]1([C:7]2[C:13]3[CH:14]=[CH:15][CH:16]=[CH:17][C:12]=3[CH2:11][CH2:10][CH2:9][N:8]=2)[CH:6]=[CH:5][CH:4]=[CH:3][CH:2]=1.[CH2:18]([O:25][CH2:26][C:27](O)=[O:28])[C:19]1[CH:24]=[CH:23][CH:22]=[CH:21][CH:20]=1.C(N(CC)CC)C.O=C1N(P(Cl)(N2CCOC2=O)=O)CCO1. (4) Given the product [CH:8]([O:11][C:12]1[C:20]2[N:19]=[C:18]([CH2:21][O:22][C:23]3[CH:24]=[CH:25][C:26]([Cl:29])=[CH:27][CH:28]=3)[N:17]([CH2:30][CH2:31][CH2:32][CH:33]3[CH2:34][CH2:35][N:36]([CH2:53][CH2:52][CH2:51][C:45]4[CH:50]=[CH:49][CH:48]=[CH:47][CH:46]=4)[CH2:37][CH2:38]3)[C:16]=2[CH:15]=[CH:14][CH:13]=1)([CH3:10])[CH3:9], predict the reactants needed to synthesize it. The reactants are: FC(F)(F)C(O)=O.[CH:8]([O:11][C:12]1[C:20]2[N:19]=[C:18]([CH2:21][O:22][C:23]3[CH:28]=[CH:27][C:26]([Cl:29])=[CH:25][CH:24]=3)[N:17]([CH2:30][CH2:31][CH2:32][CH:33]3[CH2:38][CH2:37][NH:36][CH2:35][CH2:34]3)[C:16]=2[CH:15]=[CH:14][CH:13]=1)([CH3:10])[CH3:9].C(=O)([O-])[O-].[K+].[K+].[C:45]1([CH2:51][CH2:52][CH2:53]Br)[CH:50]=[CH:49][CH:48]=[CH:47][CH:46]=1. (5) Given the product [CH3:29][C:23]([C:20]1[CH:21]=[CH:22][C:17]([CH2:16][NH:6][S:7]([C:10]2[CH:11]=[CH:12][N:13]=[CH:14][CH:15]=2)(=[O:8])=[O:9])=[CH:18][CH:19]=1)([CH3:28])[CH2:24][CH2:25][CH2:26][CH3:27], predict the reactants needed to synthesize it. The reactants are: COC1C=C(OC)C=CC=1C[N:6]([CH2:16][C:17]1[CH:22]=[CH:21][C:20]([C:23]([CH3:29])([CH3:28])[CH2:24][CH2:25][CH2:26][CH3:27])=[CH:19][CH:18]=1)[S:7]([C:10]1[CH:15]=[CH:14][N:13]=[CH:12][CH:11]=1)(=[O:9])=[O:8].FC(F)(F)C(O)=O. (6) Given the product [F:1][C:2]1[CH:7]=[CH:6][C:5]([C:8]2[N:9]=[C:10]3[CH:15]=[CH:14][C:13]([N:16]4[CH2:17][CH2:18][N:19]([CH3:22])[CH2:20][CH2:21]4)=[N:12][N:11]3[C:23]=2[C:24]2[CH:25]=[CH:26][N:27]=[CH:28][CH:29]=2)=[CH:4][CH:3]=1, predict the reactants needed to synthesize it. The reactants are: [F:1][C:2]1[CH:7]=[CH:6][C:5]([C:8]2[N:9]=[C:10]3[CH:15]=[CH:14][C:13]([N:16]4[CH2:21][CH2:20][N:19]([CH3:22])[CH2:18][CH2:17]4)=[N:12][N:11]3[C:23]=2[CH:24]2[CH:29]=[CH:28][N:27](C(OCC)=O)[CH:26]=[CH:25]2)=[CH:4][CH:3]=1.C1(Cl)C(Cl)=C(Cl)C(=O)C(=O)C=1Cl.[OH-].[Na+]. (7) Given the product [CH3:18][C:7]1[C:6]([C:4]([OH:5])=[O:3])=[CH:11][N:10]=[C:9]([C:12]2[CH:17]=[CH:16][CH:15]=[CH:14][N:13]=2)[N:8]=1, predict the reactants needed to synthesize it. The reactants are: C([O:3][C:4]([C:6]1[C:7]([CH3:18])=[N:8][C:9]([C:12]2[CH:17]=[CH:16][CH:15]=[CH:14][N:13]=2)=[N:10][CH:11]=1)=[O:5])C.[Li+].[OH-].C1COCC1.CO. (8) Given the product [ClH:43].[CH3:36][O:35][C:31]1[CH:30]=[C:29]([CH2:28][O:1][C:2]2[CH:3]=[C:4]([CH2:5][N:6]3[CH2:7][CH2:8][N:9]([C:12]4[C:13]([C:14]([O:16][CH:17]([CH3:19])[CH3:18])=[O:15])=[CH:20][CH:21]=[CH:22][N:23]=4)[CH2:10][CH2:11]3)[CH:24]=[CH:25][CH:26]=2)[CH:34]=[CH:33][CH:32]=1, predict the reactants needed to synthesize it. The reactants are: [OH:1][C:2]1[CH:3]=[C:4]([CH:24]=[CH:25][CH:26]=1)[CH2:5][N:6]1[CH2:11][CH2:10][N:9]([C:12]2[N:23]=[CH:22][CH:21]=[CH:20][C:13]=2[C:14]([O:16][CH:17]([CH3:19])[CH3:18])=[O:15])[CH2:8][CH2:7]1.Br[CH2:28][C:29]1[CH:34]=[CH:33][CH:32]=[C:31]([O:35][CH3:36])[CH:30]=1.C([O-])([O-])=O.[K+].[K+].[ClH:43]. (9) Given the product [N:29]1([C:10]2[C:11]3[N:16]=[N:15][N:14]([CH2:17][CH:18]4[CH2:21][N:20]([C:22]([O:24][C:25]([CH3:28])([CH3:26])[CH3:27])=[O:23])[CH2:19]4)[C:12]=3[N:13]=[C:8]([C:5]3[CH:4]=[CH:3][C:2]([NH:1][C:42](=[O:43])[NH:41][C:35]4[CH:40]=[CH:39][CH:38]=[CH:37][CH:36]=4)=[CH:7][CH:6]=3)[N:9]=2)[CH2:30][CH2:31][O:32][CH2:33][CH2:34]1, predict the reactants needed to synthesize it. The reactants are: [NH2:1][C:2]1[CH:7]=[CH:6][C:5]([C:8]2[N:9]=[C:10]([N:29]3[CH2:34][CH2:33][O:32][CH2:31][CH2:30]3)[C:11]3[N:16]=[N:15][N:14]([CH2:17][CH:18]4[CH2:21][N:20]([C:22]([O:24][C:25]([CH3:28])([CH3:27])[CH3:26])=[O:23])[CH2:19]4)[C:12]=3[N:13]=2)=[CH:4][CH:3]=1.[C:35]1([N:41]=[C:42]=[O:43])[CH:40]=[CH:39][CH:38]=[CH:37][CH:36]=1.CCN(CC)CC. (10) Given the product [CH2:15]([O:14][C:13]1[C:8]([C:6]([OH:7])=[O:5])=[N:9][C:10]([CH2:23][C:24]2([C:29]3[CH:30]=[CH:31][C:32]([Br:35])=[CH:33][CH:34]=3)[CH2:25][CH2:26][CH2:27][CH2:28]2)=[N:11][C:12]=1[OH:22])[C:16]1[CH:21]=[CH:20][CH:19]=[CH:18][CH:17]=1, predict the reactants needed to synthesize it. The reactants are: C([O:5][C:6]([C:8]1[C:13]([O:14][CH2:15][C:16]2[CH:21]=[CH:20][CH:19]=[CH:18][CH:17]=2)=[C:12]([OH:22])[N:11]=[C:10]([CH2:23][C:24]2([C:29]3[CH:34]=[CH:33][C:32]([Br:35])=[CH:31][CH:30]=3)[CH2:28][CH2:27][CH2:26][CH2:25]2)[N:9]=1)=[O:7])(C)(C)C.O[Li].O.